This data is from Reaction yield outcomes from USPTO patents with 853,638 reactions. The task is: Predict the reaction yield, written as a fraction of the theoretical maximum amount of product (1.0 means a 100% yield; for example, 0.34 means a 34% yield). (1) The reactants are [Br:1][C:2]1[C:3]([O:18][C:19]2[CH:24]=[CH:23][C:22]([C:25]([O:27]C(C)(C)C)=[O:26])=[CH:21][CH:20]=2)=[C:4]([Cl:17])[CH:5]=[C:6]2[C:11]=1[O:10][CH2:9][CH2:8][CH:7]2[C:12]([O:14][CH2:15][CH3:16])=[O:13].FC(F)(F)C(O)=O. The catalyst is ClCCl. The product is [Br:1][C:2]1[C:3]([O:18][C:19]2[CH:20]=[CH:21][C:22]([C:25]([OH:27])=[O:26])=[CH:23][CH:24]=2)=[C:4]([Cl:17])[CH:5]=[C:6]2[C:11]=1[O:10][CH2:9][CH2:8][CH:7]2[C:12]([O:14][CH2:15][CH3:16])=[O:13]. The yield is 0.990. (2) The reactants are [CH3:1][C:2]1[NH:3][C:4]2[C:9]([C:10]=1[C:11]([O:13][CH3:14])=[O:12])=[CH:8][CH:7]=[CH:6][CH:5]=2.[C:15]1(B(O)O)[CH:20]=[CH:19][CH:18]=[CH:17][CH:16]=1.C([Cu]C(=O)C)(=O)C.C(N(CC)CC)C. The catalyst is ClCCl. The product is [CH3:1][C:2]1[N:3]([C:15]2[CH:20]=[CH:19][CH:18]=[CH:17][CH:16]=2)[C:4]2[C:9]([C:10]=1[C:11]([O:13][CH3:14])=[O:12])=[CH:8][CH:7]=[CH:6][CH:5]=2. The yield is 0.390. (3) The reactants are [Cl-].O[NH3+:3].[C:4](=[O:7])([O-])[OH:5].[Na+].CS(C)=O.[CH3:13][C:14]1[N:44]=[C:17]2[N:18]([CH:41]([CH3:43])[CH3:42])[C:19](=[O:40])[C:20]([CH2:25][C:26]3[CH:31]=[CH:30][C:29]([C:32]4[C:33]([C:38]#[N:39])=[CH:34][CH:35]=[CH:36][CH:37]=4)=[CH:28][CH:27]=3)=[C:21]([CH2:22][CH2:23][CH3:24])[N:16]2[N:15]=1. The catalyst is C(OCC)(=O)C. The product is [CH3:13][C:14]1[N:44]=[C:17]2[N:18]([CH:41]([CH3:43])[CH3:42])[C:19](=[O:40])[C:20]([CH2:25][C:26]3[CH:31]=[CH:30][C:29]([C:32]4[CH:37]=[CH:36][CH:35]=[CH:34][C:33]=4[C:38]4[NH:3][C:4](=[O:7])[O:5][N:39]=4)=[CH:28][CH:27]=3)=[C:21]([CH2:22][CH2:23][CH3:24])[N:16]2[N:15]=1. The yield is 0.560. (4) The reactants are [OH:1][C:2]([C:9](=[O:27])[NH:10][C@@H:11]1[C:17](=[O:18])[NH:16][C:15]2[CH:19]=[CH:20][CH:21]=[CH:22][C:14]=2[C:13]2[CH:23]=[CH:24][CH:25]=[CH:26][C:12]1=2)([CH2:6][CH2:7][CH3:8])[C:3](O)=[O:4].[F:28][C:29]([F:33])([CH3:32])[CH2:30]N.O.O[N:36]1C2C=CC=CC=2N=N1.C(N(C(C)C)CC)(C)C.Cl.CN(C)CCCN=C=NCC. The catalyst is O1CCCC1. The product is [F:28][C:29]([F:33])([CH3:32])[CH2:30][N:10]([C@@H:11]1[C:17](=[O:18])[NH:16][C:15]2[CH:19]=[CH:20][CH:21]=[CH:22][C:14]=2[C:13]2[CH:23]=[CH:24][CH:25]=[CH:26][C:12]1=2)[C:9](=[O:27])[C:2]([OH:1])([CH2:6][CH2:7][CH3:8])[C:3]([NH2:36])=[O:4]. The yield is 0.500. (5) The reactants are COC1C=CC(C[N:8]2[CH2:11][C:10]3([CH2:15][CH2:14][CH2:13][N:12]3[C:16]([O:18][CH2:19][C:20]3[CH:25]=[CH:24][CH:23]=[CH:22][CH:21]=3)=[O:17])[C:9]2=[O:26])=CC=1.O=[N+]([O-])[O-].[O-][N+](=O)[O-].[O-][N+](=O)[O-].[O-][N+](=O)[O-].[O-][N+](=O)[O-].[O-][N+](=O)[O-].[Ce+4].[NH4+].[NH4+]. The catalyst is CC#N.O. The product is [O:26]=[C:9]1[C:10]2([CH2:15][CH2:14][CH2:13][N:12]2[C:16]([O:18][CH2:19][C:20]2[CH:25]=[CH:24][CH:23]=[CH:22][CH:21]=2)=[O:17])[CH2:11][NH:8]1. The yield is 0.365.